Predict the reaction yield, written as a fraction of the theoretical maximum amount of product (1.0 means a 100% yield; for example, 0.34 means a 34% yield). From a dataset of Reaction yield outcomes from USPTO patents with 853,638 reactions. (1) The reactants are [C:1]([C:4]1[NH:8][C:7]2[C:9]([Cl:13])=[C:10]([Cl:12])[S:11][C:6]=2[CH:5]=1)([OH:3])=O.[NH2:14][C@@H:15]1[CH2:23][C:22]2[C:17](=[CH:18][CH:19]=[CH:20][CH:21]=2)[C@H:16]1[NH:24][S:25]([CH3:28])(=[O:27])=[O:26].CCN(C(C)C)C(C)C.C1C=CC2N(O)N=NC=2C=1.CCN=C=NCCCN(C)C. The catalyst is ClCCl.C(OCC)(=O)C. The product is [Cl:12][C:10]1[S:11][C:6]2[CH:5]=[C:4]([C:1](=[O:3])[NH:14][CH:15]3[CH2:23][C:22]4[C:17](=[CH:18][CH:19]=[CH:20][CH:21]=4)[CH:16]3[NH:24][S:25]([CH3:28])(=[O:27])=[O:26])[NH:8][C:7]=2[C:9]=1[Cl:13]. The yield is 0.900. (2) The reactants are Br[C:2]1[C:7](=[O:8])[N:6]([CH2:9][C:10]2[CH:15]=[CH:14][C:13]([C:16]3[C:17]([C:22]#[N:23])=[CH:18][CH:19]=[CH:20][CH:21]=3)=[CH:12][CH:11]=2)[C:5]([CH2:24][CH2:25][CH3:26])=[N:4][C:3]=1[CH2:27][CH3:28].[CH2:29]([C:31]1[CH:36]=[CH:35][C:34]([OH:37])=[CH:33][CH:32]=1)[CH3:30].[OH-].[K+].CS(C)=O. The catalyst is C(OCC)(=O)C. The product is [CH2:27]([C:3]1[N:4]=[C:5]([CH2:24][CH2:25][CH3:26])[N:6]([CH2:9][C:10]2[CH:15]=[CH:14][C:13]([C:16]3[C:17]([C:22]#[N:23])=[CH:18][CH:19]=[CH:20][CH:21]=3)=[CH:12][CH:11]=2)[C:7](=[O:8])[C:2]=1[O:37][C:34]1[CH:35]=[CH:36][C:31]([CH2:29][CH3:30])=[CH:32][CH:33]=1)[CH3:28]. The yield is 0.670. (3) The reactants are [H-].[Na+].[C:3]([N:10]1[CH2:14][CH2:13][C@H:12]([OH:15])[CH2:11]1)([O:5][C:6]([CH3:9])([CH3:8])[CH3:7])=[O:4].F[C:17]1[CH:18]=[C:19]([N+:23]([O-:25])=[O:24])[CH:20]=[CH:21][CH:22]=1. The catalyst is CS(C)=O. The product is [C:6]([O:5][C:3]([N:10]1[CH2:14][CH2:13][CH:12]([O:15][C:17]2[CH:22]=[CH:21][CH:20]=[C:19]([N+:23]([O-:25])=[O:24])[CH:18]=2)[CH2:11]1)=[O:4])([CH3:9])([CH3:8])[CH3:7]. The yield is 0.600. (4) The reactants are Br[C:2]1[CH:3]=[C:4]([C:8]2[N:17]=[C:16]([C:18]([O:20][CH2:21][CH3:22])=[O:19])[C:15]3[C:10](=[C:11]([F:23])[CH:12]=[CH:13][CH:14]=3)[N:9]=2)[CH:5]=[CH:6][CH:7]=1.[CH3:24][C:25]1[O:29][C:28]([C@@:30]([OH:34])([C:32]#[CH:33])[CH3:31])=[N:27][CH:26]=1. No catalyst specified. The product is [F:23][C:11]1[CH:12]=[CH:13][CH:14]=[C:15]2[C:10]=1[N:9]=[C:8]([C:4]1[CH:5]=[CH:6][CH:7]=[C:2]([C:33]#[C:32][C@:30]([OH:34])([C:28]3[O:29][C:25]([CH3:24])=[CH:26][N:27]=3)[CH3:31])[CH:3]=1)[N:17]=[C:16]2[C:18]([O:20][CH2:21][CH3:22])=[O:19]. The yield is 0.840. (5) The reactants are [CH:1]1([C:7]2[C:15]3[C:10](=[CH:11][C:12]([C:16]([O:18][CH3:19])=[O:17])=[CH:13][CH:14]=3)[NH:9][C:8]=2[C:20]2[CH:25]=[CH:24][CH:23]=[CH:22][C:21]=2[OH:26])[CH2:6][CH2:5][CH2:4][CH2:3][CH2:2]1.[CH3:27][C:28]([O-])([CH3:30])[CH3:29].[K+].ClCC(CCl)=C. The catalyst is CN(C=O)C. The product is [CH:1]1([C:7]2[C:15]3[CH:14]=[CH:13][C:12]([C:16]([O:18][CH3:19])=[O:17])=[CH:11][C:10]=3[N:9]3[C:8]=2[C:20]2[CH:25]=[CH:24][CH:23]=[CH:22][C:21]=2[O:26][CH2:30][C:28](=[CH2:27])[CH2:29]3)[CH2:6][CH2:5][CH2:4][CH2:3][CH2:2]1. The yield is 0.970. (6) The reactants are [Br:1][C:2]1[C:11]([N+:12]([O-])=O)=[CH:10][CH:9]=[CH:8][C:3]=1[C:4]([O:6][CH3:7])=[O:5].[OH-].[Na+]. The catalyst is Cl.C(O)C. The product is [Br:1][C:2]1[C:11]([NH2:12])=[CH:10][CH:9]=[CH:8][C:3]=1[C:4]([O:6][CH3:7])=[O:5]. The yield is 0.990. (7) The reactants are [OH:1][CH2:2][C@@H:3]([NH:11][C:12](=[O:18])[O:13][C:14]([CH3:17])([CH3:16])[CH3:15])[CH2:4][C@H:5]1[CH2:10][CH2:9][CH2:8][O:7][CH2:6]1.N1C=CC=CC=1.[S:25](Cl)([C:28]1[CH:34]=[CH:33][C:31]([CH3:32])=[CH:30][CH:29]=1)(=[O:27])=[O:26]. The catalyst is C(Cl)Cl.CCOC(C)=O. The product is [CH3:32][C:31]1[CH:33]=[CH:34][C:28]([S:25]([O:1][CH2:2][C@@H:3]([NH:11][C:12]([O:13][C:14]([CH3:15])([CH3:17])[CH3:16])=[O:18])[CH2:4][C@H:5]2[CH2:10][CH2:9][CH2:8][O:7][CH2:6]2)(=[O:27])=[O:26])=[CH:29][CH:30]=1. The yield is 0.750. (8) The reactants are [NH:1]1[C:9]2[C:4](=[N:5][C:6]([C:10]([OH:12])=O)=[CH:7][CH:8]=2)[N:3]=[CH:2]1.[NH:13]1[CH2:18][CH2:17][CH2:16][C@@H:15]2[C:19]3[CH:20]=[CH:21][CH:22]=[CH:23][C:24]=3[CH2:25][C@H:14]12.F[P-](F)(F)(F)(F)F.N1(OC(N(C)C)=[N+](C)C)C2N=CC=CC=2N=N1. No catalyst specified. The product is [N:13]1([C:10]([C:6]2[N:5]=[C:4]3[N:3]=[CH:2][NH:1][C:9]3=[CH:8][CH:7]=2)=[O:12])[CH2:18][CH2:17][CH2:16][C@@H:15]2[C:19]3[CH:20]=[CH:21][CH:22]=[CH:23][C:24]=3[CH2:25][C@H:14]12. The yield is 0.740.